This data is from Forward reaction prediction with 1.9M reactions from USPTO patents (1976-2016). The task is: Predict the product of the given reaction. (1) Given the reactants [NH2:1][C:2]1[N:6]([C:7]2[CH:8]=[C:9]([CH:13]=[CH:14][C:15]=2[CH3:16])[C:10](O)=[O:11])[N:5]=[CH:4][C:3]=1[C:17](=[O:26])[C:18]1[CH:23]=[CH:22][CH:21]=[C:20]([O:24][CH3:25])[CH:19]=1.C[CH2:28][N:29]=C=NCCCN(C)C.C1C=CC2N(O)N=NC=2C=1.C(N(C(C)C)CC)(C)C.Cl.CN, predict the reaction product. The product is: [NH2:1][C:2]1[N:6]([C:7]2[CH:8]=[C:9]([CH:13]=[CH:14][C:15]=2[CH3:16])[C:10]([NH:29][CH3:28])=[O:11])[N:5]=[CH:4][C:3]=1[C:17](=[O:26])[C:18]1[CH:23]=[CH:22][CH:21]=[C:20]([O:24][CH3:25])[CH:19]=1. (2) Given the reactants [CH3:1][O:2][C:3]1[CH:4]=[C:5]2[C:10](=[CH:11][C:12]=1[O:13][CH3:14])[N:9]=[CH:8][CH:7]=[C:6]2[O:15][C:16]1[CH:22]=[CH:21][C:19]([NH2:20])=[CH:18][CH:17]=1.Cl[C:24](Cl)([O:26]C(=O)OC(Cl)(Cl)Cl)Cl.[OH:35][CH:36]([C:39]1[CH:44]=[CH:43][CH:42]=[CH:41][CH:40]=1)[C:37]#[N:38].C(=O)(O)[O-].[Na+], predict the reaction product. The product is: [CH3:1][O:2][C:3]1[CH:4]=[C:5]2[C:10](=[CH:11][C:12]=1[O:13][CH3:14])[N:9]=[CH:8][CH:7]=[C:6]2[O:15][C:16]1[CH:22]=[CH:21][C:19]([NH:20][C:24](=[O:26])[O:35][CH:36]([C:37]#[N:38])[C:39]2[CH:44]=[CH:43][CH:42]=[CH:41][CH:40]=2)=[CH:18][CH:17]=1. (3) Given the reactants [Cl:1][C:2]1[CH:3]=[CH:4][C:5]2[N:6]([C:8]([CH2:13][CH2:14][C:15]([F:21])([F:20])[C:16]([F:19])([F:18])[F:17])=[N:9][C:10]=2[C:11]#[N:12])[CH:7]=1.[NH2:22][Al]CCl, predict the reaction product. The product is: [Cl:1][C:2]1[CH:3]=[CH:4][C:5]2[N:6]([C:8]([CH2:13][CH2:14][C:15]([F:20])([F:21])[C:16]([F:19])([F:18])[F:17])=[N:9][C:10]=2[C:11](=[NH:22])[NH2:12])[CH:7]=1. (4) Given the reactants [NH:1]1[CH:5]=[CH:4][N:3]=[C:2]1[C:6]1[CH:11]=[CH:10][CH:9]=[CH:8][N:7]=1.[N:12]1[C:17](C(OC)=O)=NN=[C:14](C(OC)=O)[N:13]=1, predict the reaction product. The product is: [N:7]1[CH:8]=[CH:9][CH:10]=[CH:11][C:6]=1[C:2]1[N:3]=[C:4]2[CH:17]=[N:12][NH:13][CH:14]=[C:5]2[N:1]=1. (5) Given the reactants [F:1][C:2]1[CH:10]=[CH:9][C:5]([C:6]([OH:8])=[O:7])=[CH:4][C:3]=1[N+:11]([O-:13])=[O:12].[CH:14](OC)(OC)OC, predict the reaction product. The product is: [CH3:14][O:7][C:6](=[O:8])[C:5]1[CH:9]=[CH:10][C:2]([F:1])=[C:3]([N+:11]([O-:13])=[O:12])[CH:4]=1.